This data is from Full USPTO retrosynthesis dataset with 1.9M reactions from patents (1976-2016). The task is: Predict the reactants needed to synthesize the given product. The reactants are: [OH:1][C:2]1[CH:12]=[CH:11][C:5]([CH:6]=[CH:7][C:8]([OH:10])=[O:9])=[CH:4][CH:3]=1.N1C=CN=C1.[Si:18](Cl)([C:21]([CH3:24])([CH3:23])[CH3:22])([CH3:20])[CH3:19]. Given the product [Si:18]([O:1][C:2]1[CH:3]=[CH:4][C:5](/[CH:6]=[CH:7]/[C:8]([OH:10])=[O:9])=[CH:11][CH:12]=1)([C:21]([CH3:24])([CH3:23])[CH3:22])([CH3:20])[CH3:19], predict the reactants needed to synthesize it.